The task is: Predict which catalyst facilitates the given reaction.. This data is from Catalyst prediction with 721,799 reactions and 888 catalyst types from USPTO. (1) Reactant: [Cl:1][C:2]1[N:7]=[C:6]([Cl:8])[C:5]([F:9])=[C:4](Cl)[N:3]=1.[C:11]([O:15][C:16]([CH3:19])([CH3:18])[CH3:17])(=[O:14])[NH:12][NH2:13].C(N(C(C)C)CC)(C)C.CCOC(C)=O. Product: [Cl:1][C:2]1[N:3]=[C:4]([NH:13][NH:12][C:11]([O:15][C:16]([CH3:19])([CH3:18])[CH3:17])=[O:14])[C:5]([F:9])=[C:6]([Cl:8])[N:7]=1. The catalyst class is: 1. (2) Reactant: [Cl:1][C:2]1[CH:7]=[C:6](Cl)[N:5]=[C:4]([S:9][CH3:10])[N:3]=1.Cl.[CH3:12][O:13][NH2:14].C(NC(C)C)(C)C. Product: [Cl:1][C:2]1[N:3]=[C:4]([S:9][CH3:10])[N:5]=[C:6]([NH:14][O:13][CH3:12])[CH:7]=1. The catalyst class is: 42.